Dataset: Full USPTO retrosynthesis dataset with 1.9M reactions from patents (1976-2016). Task: Predict the reactants needed to synthesize the given product. (1) Given the product [NH2:26][C:24]1[C:23]([O:27][CH3:28])=[CH:22][N:21]=[C:20]([C:3]2[C:2]([C:30]#[N:31])=[C:6]([CH3:7])[N:5]([CH2:8][C:9]3[C:14]([F:15])=[CH:13][C:12]([O:16][CH2:17][CH3:18])=[CH:11][C:10]=3[F:19])[N:4]=2)[N:25]=1, predict the reactants needed to synthesize it. The reactants are: Br[C:2]1[C:3]([C:20]2[N:25]=[C:24]([NH2:26])[C:23]([O:27][CH3:28])=[CH:22][N:21]=2)=[N:4][N:5]([CH2:8][C:9]2[C:14]([F:15])=[CH:13][C:12]([O:16][CH2:17][CH3:18])=[CH:11][C:10]=2[F:19])[C:6]=1[CH3:7].[Cu][C:30]#[N:31].N.C(OCC)(=O)C. (2) The reactants are: C[O:2][C:3](=[O:21])[C@@H:4]([NH:13][C:14]([O:16][C:17]([CH3:20])([CH3:19])[CH3:18])=[O:15])[CH2:5][CH2:6][CH2:7][CH2:8][CH2:9][C:10](=[O:12])[CH3:11].O[Li].O. Given the product [C:17]([O:16][C:14]([NH:13][C@@H:4]([CH2:5][CH2:6][CH2:7][CH2:8][CH2:9][C:10](=[O:12])[CH3:11])[C:3]([OH:21])=[O:2])=[O:15])([CH3:20])([CH3:19])[CH3:18], predict the reactants needed to synthesize it. (3) Given the product [C:1]([O:5][C:6]([N:8]1[CH2:9][CH2:10][N:11]([C:14]2[S:15][C:16]([CH2:19][C:20]([F:28])([F:21])[F:22])=[CH:17][N:18]=2)[CH2:12][CH2:13]1)=[O:7])([CH3:4])([CH3:2])[CH3:3], predict the reactants needed to synthesize it. The reactants are: [C:1]([O:5][C:6]([N:8]1[CH2:13][CH2:12][N:11]([C:14]2[S:15][C:16]([CH:19]=[C:20]([F:22])[F:21])=[CH:17][N:18]=2)[CH2:10][CH2:9]1)=[O:7])([CH3:4])([CH3:3])[CH3:2].CS(C)=O.O.[F-:28].[K+]. (4) Given the product [Cl:43][C:44]1[CH:45]=[C:46]([C@@H:50]([C@@H:59]2[CH2:60][CH2:40][CH2:39][N:38]([C:36](=[O:37])[NH:1][C@@H:2]([CH2:15][C@H:16]3[CH2:21][CH2:20][CH2:19][O:18][CH2:17]3)[CH2:3][N:4]([C:5]([O:6][CH2:7][CH2:8][Si:9]([CH3:12])([CH3:11])[CH3:10])=[O:13])[CH3:14])[CH2:42]2)[O:51][CH2:52][CH2:53][NH:54][C:55](=[O:58])[O:56][CH3:57])[CH:47]=[CH:48][CH:49]=1, predict the reactants needed to synthesize it. The reactants are: [NH2:1][C@@H:2]([CH2:15][C@H:16]1[CH2:21][CH2:20][CH2:19][O:18][CH2:17]1)[CH2:3][N:4]([CH3:14])[C:5](=[O:13])[O:6][CH2:7][CH2:8][Si:9]([CH3:12])([CH3:11])[CH3:10].CCN(C(C)C)C(C)C.C1N=CN([C:36]([N:38]2[CH:42]=N[CH:40]=[CH:39]2)=[O:37])C=1.[Cl:43][C:44]1[CH:45]=[C:46]([C@@H:50]([C@@H:59]2CCCN[CH2:60]2)[O:51][CH2:52][CH2:53][NH:54][C:55](=[O:58])[O:56][CH3:57])[CH:47]=[CH:48][CH:49]=1.C(O)(C(F)(F)F)=O. (5) Given the product [NH:15]1[C:19]2[CH:20]=[CH:21][CH:22]=[CH:23][C:18]=2[N:17]=[C:16]1[C:24]([C:26]1[CH:31]=[CH:30][C:29]([O:32][C:2]2[C:3]([CH:8]3[CH2:13][CH2:12][C:11](=[O:14])[CH2:10][CH2:9]3)=[CH:33][CH:5]=[CH:6][N:7]=2)=[CH:28][CH:27]=1)=[O:25], predict the reactants needed to synthesize it. The reactants are: Cl[C:2]1[C:3]([CH:8]2[CH2:13][CH2:12][C:11](=[O:14])[CH2:10][CH2:9]2)=N[CH:5]=[CH:6][N:7]=1.[NH:15]1[C:19]2[CH:20]=[CH:21][CH:22]=[CH:23][C:18]=2[N:17]=[C:16]1[C:24]([C:26]1[CH:31]=[CH:30][C:29]([OH:32])=[CH:28][CH:27]=1)=[O:25].[C:33](=O)([O-])[O-].[Cs+].[Cs+]. (6) Given the product [CH3:18][O:19][C:20]1[CH:26]=[C:25]([N+:27]([O-:29])=[O:28])[CH:24]=[CH:23][C:21]=1[NH:22][S:14]([C:10]1[CH:9]=[C:8]([C:5]2[CH:6]=[CH:7][C:2]([F:1])=[CH:3][CH:4]=2)[CH:13]=[CH:12][CH:11]=1)(=[O:16])=[O:15], predict the reactants needed to synthesize it. The reactants are: [F:1][C:2]1[CH:7]=[CH:6][C:5]([C:8]2[CH:13]=[CH:12][CH:11]=[C:10]([S:14](Cl)(=[O:16])=[O:15])[CH:9]=2)=[CH:4][CH:3]=1.[CH3:18][O:19][C:20]1[CH:26]=[C:25]([N+:27]([O-:29])=[O:28])[CH:24]=[CH:23][C:21]=1[NH2:22].N1C=CC=CC=1. (7) Given the product [C:1]([N:8]1[CH2:13][CH2:12][N:11]([C:14]2[CH:19]=[CH:18][CH:17]=[CH:16][C:15]=2[NH:20][C:25]([NH:24][CH:21]([CH3:23])[CH3:22])=[O:26])[CH2:10][CH2:9]1)([O:3][C:4]([CH3:7])([CH3:6])[CH3:5])=[O:2], predict the reactants needed to synthesize it. The reactants are: [C:1]([N:8]1[CH2:13][CH2:12][N:11]([C:14]2[CH:19]=[CH:18][CH:17]=[CH:16][C:15]=2[NH2:20])[CH2:10][CH2:9]1)([O:3][C:4]([CH3:7])([CH3:6])[CH3:5])=[O:2].[CH:21]([N:24]=[C:25]=[O:26])([CH3:23])[CH3:22].